Dataset: Forward reaction prediction with 1.9M reactions from USPTO patents (1976-2016). Task: Predict the product of the given reaction. (1) Given the reactants [CH3:1][O:2][CH2:3][CH2:4][N:5]1[CH:9]=[CH:8][C:7]([NH:10][C:11]([C:13]2[C:18]([NH2:19])=[CH:17][CH:16]=[C:15]([CH3:20])[N:14]=2)=[O:12])=[N:6]1.Br[C:22]1[CH:23]=[N:24][CH:25]=[N:26][CH:27]=1, predict the reaction product. The product is: [CH3:1][O:2][CH2:3][CH2:4][N:5]1[CH:9]=[CH:8][C:7]([NH:10][C:11]([C:13]2[C:18]([NH:19][C:22]3[CH:23]=[N:24][CH:25]=[N:26][CH:27]=3)=[CH:17][CH:16]=[C:15]([CH3:20])[N:14]=2)=[O:12])=[N:6]1. (2) Given the reactants [Cl:1][C:2]1[CH:8]=[C:7]([Cl:9])[C:6]([O:10][CH3:11])=[CH:5][C:3]=1[NH2:4].[H-].[Na+].Cl[C:15]1[C:20]([C:21]#[N:22])=[CH:19][N:18]=[C:17]2[S:23][CH:24]=[CH:25][C:16]=12, predict the reaction product. The product is: [Cl:1][C:2]1[CH:8]=[C:7]([Cl:9])[C:6]([O:10][CH3:11])=[CH:5][C:3]=1[NH:4][C:15]1[C:20]([C:21]#[N:22])=[CH:19][N:18]=[C:17]2[S:23][CH:24]=[CH:25][C:16]=12.